Task: Predict which catalyst facilitates the given reaction.. Dataset: Catalyst prediction with 721,799 reactions and 888 catalyst types from USPTO (1) Reactant: [Cl:1][C:2]1[NH:10][C:9]2[C:8](=[O:11])[N:7]([CH2:12][CH2:13][CH2:14][CH2:15][C:16]([OH:18])=[O:17])[C:6](=[O:19])[N:5]([CH2:20][CH2:21][CH2:22][CH2:23][CH3:24])[C:4]=2[N:3]=1.C1N=CN(C(N2C=NC=C2)=O)C=1.[CH2:37](O)[C:38]1[CH:43]=[CH:42][CH:41]=[CH:40][CH:39]=1. Product: [Cl:1][C:2]1[NH:10][C:9]2[C:8](=[O:11])[N:7]([CH2:12][CH2:13][CH2:14][CH2:15][C:16]([O:18][CH2:37][C:38]3[CH:43]=[CH:42][CH:41]=[CH:40][CH:39]=3)=[O:17])[C:6](=[O:19])[N:5]([CH2:20][CH2:21][CH2:22][CH2:23][CH3:24])[C:4]=2[N:3]=1. The catalyst class is: 2. (2) Reactant: Cl[C:2]1[CH:7]=[C:6]([C:8]2[N:12]3[N:13]=[CH:14][C:15]([C:17]([F:20])([F:19])[F:18])=[N:16][C:11]3=[N:10][CH:9]=2)[CH:5]=[CH:4][N:3]=1.CC1(C)C(C)(C)OB([C:29]2[CH:36]=[CH:35][CH:34]=[CH:33][C:30]=2[C:31]#[N:32])O1.C(=O)([O-])[O-].[Na+].[Na+]. Product: [F:18][C:17]([F:20])([F:19])[C:15]1[CH:14]=[N:13][N:12]2[C:8]([C:6]3[CH:5]=[CH:4][N:3]=[C:2]([C:29]4[CH:36]=[CH:35][CH:34]=[CH:33][C:30]=4[C:31]#[N:32])[CH:7]=3)=[CH:9][N:10]=[C:11]2[N:16]=1. The catalyst class is: 104. (3) Reactant: [Br:1][C:2]1[CH:24]=[CH:23][CH:22]=[CH:21][C:3]=1[O:4][C:5]1[CH:17]=[CH:16][CH:15]=[C:14]([N+:18]([O-:20])=[O:19])[C:6]=1[C:7]([O:9]C(C)(C)C)=[O:8].Cl.O1CCOCC1.Cl. Product: [Br:1][C:2]1[CH:24]=[CH:23][CH:22]=[CH:21][C:3]=1[O:4][C:5]1[CH:17]=[CH:16][CH:15]=[C:14]([N+:18]([O-:20])=[O:19])[C:6]=1[C:7]([OH:9])=[O:8]. The catalyst class is: 13. (4) Reactant: [CH3:1][N:2]([CH3:32])[CH2:3][CH2:4][CH2:5][NH:6][C:7]([C:9]1[CH:10]=[C:11]([C:15]2[CH:20]=[CH:19][C:18](CSCCOC3C=CC=CC=3)=[CH:17][CH:16]=2)[CH:12]=[CH:13][CH:14]=1)=[O:8].[O:33]([CH2:40][CH2:41][S:42][CH2:43]C1C=C(C2C=CC=C(C(O)=O)C=2)C=CC=1)[C:34]1[CH:39]=[CH:38][CH:37]=[CH:36][CH:35]=1.CN(C)CCCN. Product: [CH3:32][N:2]([CH3:1])[CH2:3][CH2:4][CH2:5][NH:6][C:7]([C:9]1[CH:10]=[C:11]([C:15]2[CH:16]=[CH:17][CH:18]=[C:19]([CH2:43][S:42][CH2:41][CH2:40][O:33][C:34]3[CH:39]=[CH:38][CH:37]=[CH:36][CH:35]=3)[CH:20]=2)[CH:12]=[CH:13][CH:14]=1)=[O:8]. The catalyst class is: 1. (5) Reactant: [CH3:1][O:2][C:3]([NH:5][C@@H:6]([CH:28]([CH3:30])[CH3:29])[C:7]([N:9]1[C@H:17]([C:18]([O:20]CC2C=CC=CC=2)=[O:19])[CH2:16][C:11]2([O:15][CH2:14][CH2:13][O:12]2)[CH2:10]1)=[O:8])=[O:4]. Product: [CH3:1][O:2][C:3]([NH:5][C@@H:6]([CH:28]([CH3:30])[CH3:29])[C:7]([N:9]1[C@H:17]([C:18]([OH:20])=[O:19])[CH2:16][C:11]2([O:15][CH2:14][CH2:13][O:12]2)[CH2:10]1)=[O:8])=[O:4]. The catalyst class is: 29. (6) Reactant: [I:1][C:2]1[CH:3]=[N:4][NH:5][CH:6]=1.[CH:7]1([CH:12]=[CH:13][C:14]#[N:15])[CH2:11][CH2:10][CH2:9][CH2:8]1.C1CCN2C(=NCCC2)CC1. Product: [CH:7]1([CH:12]([N:4]2[CH:3]=[C:2]([I:1])[CH:6]=[N:5]2)[CH2:13][C:14]#[N:15])[CH2:11][CH2:10][CH2:9][CH2:8]1. The catalyst class is: 115. (7) Reactant: [CH2:1]([C:5]1[N:6]([C:16]2[CH:21]=[CH:20][C:19]([CH2:22][CH2:23][N:24]([S:28]([C:31]3[CH:36]=[CH:35][C:34]([CH3:37])=[CH:33][CH:32]=3)(=[O:30])=[O:29])[C:25](=[O:27])[O-:26])=[CH:18][CH:17]=2)[C:7]2[CH:12]=[C:11]([CH3:13])[N:10]=[C:9]([CH3:14])[C:8]=2[N:15]=1)[CH2:2][CH2:3][CH3:4].[CH3:38][C:39]1[CH:40]=[CH:41][C:42]([S:45]([OH:48])(=[O:47])=[O:46])=[CH:43][CH:44]=1. Product: [CH2:1]([C:5]1[N:6]([C:16]2[CH:17]=[CH:18][C:19]([CH2:22][CH2:23][N:24]([S:28]([C:31]3[CH:32]=[CH:33][C:34]([CH3:37])=[CH:35][CH:36]=3)(=[O:29])=[O:30])[C:25](=[O:26])[O-:27])=[CH:20][CH:21]=2)[C:7]2[CH:12]=[C:11]([CH3:13])[N:10]=[C:9]([CH3:14])[C:8]=2[N:15]=1)[CH2:2][CH2:3][CH3:4].[CH3:38][C:39]1[CH:44]=[CH:43][C:42]([S:45]([OH:48])(=[O:47])=[O:46])=[CH:41][CH:40]=1. The catalyst class is: 5. (8) Reactant: [CH3:1][O:2][C:3]([C:5]1[C:14]([O:15][CH2:16][C:17]2[CH:22]=[CH:21][CH:20]=[CH:19][CH:18]=2)=[CH:13][C:12]2[C:7](=[CH:8][C:9]([O:23][CH2:24][CH2:25][OH:26])=[CH:10][CH:11]=2)[CH:6]=1)=[O:4].C1(P(C2C=CC=CC=2)C2C=CC=CC=2)C=CC=CC=1.CC(OC(/N=N/C(OC(C)C)=O)=O)C.[CH2:60]([O:67][C:68]1[CH:78]=[CH:77][CH:76]=[C:75](O)[C:69]=1[C:70]([N:72]([CH3:74])[CH3:73])=[O:71])[C:61]1[CH:66]=[CH:65][CH:64]=[CH:63][CH:62]=1. Product: [CH3:1][O:2][C:3]([C:5]1[C:14]([O:15][CH2:16][C:17]2[CH:18]=[CH:19][CH:20]=[CH:21][CH:22]=2)=[CH:13][C:12]2[C:7](=[CH:8][C:9]([O:23][CH2:24][CH2:25][O:26][C:75]3[CH:76]=[CH:77][CH:78]=[C:68]([O:67][CH2:60][C:61]4[CH:62]=[CH:63][CH:64]=[CH:65][CH:66]=4)[C:69]=3[C:70](=[O:71])[N:72]([CH3:73])[CH3:74])=[CH:10][CH:11]=2)[CH:6]=1)=[O:4]. The catalyst class is: 1. (9) Reactant: C[O:2][C:3]1[CH:17]=[C:16]([CH3:18])[CH:15]=[CH:14][C:4]=1[O:5][C:6]1[CH:13]=[CH:12][C:9]([C:10]#[N:11])=[CH:8][CH:7]=1.B(Br)(Br)Br. Product: [OH:2][C:3]1[CH:17]=[C:16]([CH3:18])[CH:15]=[CH:14][C:4]=1[O:5][C:6]1[CH:13]=[CH:12][C:9]([C:10]#[N:11])=[CH:8][CH:7]=1. The catalyst class is: 2. (10) Reactant: Cl[C:2]1[CH:7]=[C:6]([O:8][C:9]2[CH:10]=[C:11]([C:19]([O:21][CH3:22])=[O:20])[C:12]3[C:17]([CH:18]=2)=[CH:16][CH:15]=[CH:14][CH:13]=3)[CH:5]=[CH:4][N:3]=1.[CH:23]1([C:26]([NH2:28])=[O:27])[CH2:25][CH2:24]1.C([O-])([O-])=O.[Cs+].[Cs+].[NH4+].[Cl-]. Product: [CH:23]1([C:26]([NH:28][C:2]2[CH:7]=[C:6]([O:8][C:9]3[CH:10]=[C:11]([C:19]([O:21][CH3:22])=[O:20])[C:12]4[C:17]([CH:18]=3)=[CH:16][CH:15]=[CH:14][CH:13]=4)[CH:5]=[CH:4][N:3]=2)=[O:27])[CH2:25][CH2:24]1. The catalyst class is: 62.